Dataset: Catalyst prediction with 721,799 reactions and 888 catalyst types from USPTO. Task: Predict which catalyst facilitates the given reaction. (1) Reactant: [I:1][C:2]1[CH:16]=[CH:15][C:5]([O:6][CH:7]2[CH:12]3[CH2:13][CH2:14][N:9]([CH2:10][CH2:11]3)[CH2:8]2)=[CH:4][CH:3]=1.[ClH:17].O1CCOCC1. Product: [ClH:17].[I:1][C:2]1[CH:3]=[CH:4][C:5]([O:6][CH:7]2[CH:12]3[CH2:11][CH2:10][N:9]([CH2:14][CH2:13]3)[CH2:8]2)=[CH:15][CH:16]=1. The catalyst class is: 13. (2) Reactant: [F:1][C:2]1[C:7]([N+:8]([O-])=O)=[CH:6][CH:5]=[C:4]([F:11])[C:3]=1[CH2:12][OH:13]. Product: [NH2:8][C:7]1[C:2]([F:1])=[C:3]([CH2:12][OH:13])[C:4]([F:11])=[CH:5][CH:6]=1. The catalyst class is: 13. (3) Reactant: [C:1]([O:4][CH2:5][C:6]1([C:12]2[O:13][C:14]([C:25]3[CH:30]=[CH:29][C:28]([O:31][CH3:32])=[CH:27][CH:26]=3)=[C:15]([C:17]3[CH:22]=[CH:21][C:20]([O:23][CH3:24])=[CH:19][CH:18]=3)[N:16]=2)[CH2:11][CH2:10][NH:9][CH2:8][CH2:7]1)(=[O:3])[CH3:2].ClC(Cl)(O[C:37](=[O:43])OC(Cl)(Cl)Cl)Cl.C(N(CC)CC)C.Cl.[CH3:53][NH:54][OH:55]. Product: [C:1]([O:4][CH2:5][C:6]1([C:12]2[O:13][C:14]([C:25]3[CH:26]=[CH:27][C:28]([O:31][CH3:32])=[CH:29][CH:30]=3)=[C:15]([C:17]3[CH:22]=[CH:21][C:20]([O:23][CH3:24])=[CH:19][CH:18]=3)[N:16]=2)[CH2:11][CH2:10][N:9]([C:37](=[O:43])[N:54]([OH:55])[CH3:53])[CH2:8][CH2:7]1)(=[O:3])[CH3:2]. The catalyst class is: 7. (4) Reactant: Br[C:2]([F:15])([F:14])[C:3]([NH:5][C:6]1[CH:11]=[CH:10][C:9]([F:12])=[CH:8][C:7]=1[OH:13])=[O:4].N12CCCN=C1CCCCC2. Product: [F:14][C:2]1([F:15])[O:13][C:7]2[CH:8]=[C:9]([F:12])[CH:10]=[CH:11][C:6]=2[NH:5][C:3]1=[O:4]. The catalyst class is: 11. (5) Reactant: Cl.[NH:2]1[CH2:7][CH2:6][CH:5]([NH:8][C:9]([C:11]2[C:15]([NH:16][C:17](=[O:26])[C:18]3[C:23]([Cl:24])=[CH:22][CH:21]=[CH:20][C:19]=3[Cl:25])=[CH:14][NH:13][N:12]=2)=[O:10])[CH2:4][CH2:3]1.C(N(CC)C(C)C)(C)C.Cl[C:37]([O:39][CH2:40][CH:41]([CH3:43])[CH3:42])=[O:38]. Product: [CH2:40]([O:39][C:37]([N:2]1[CH2:7][CH2:6][CH:5]([NH:8][C:9]([C:11]2[C:15]([NH:16][C:17](=[O:26])[C:18]3[C:23]([Cl:24])=[CH:22][CH:21]=[CH:20][C:19]=3[Cl:25])=[CH:14][NH:13][N:12]=2)=[O:10])[CH2:4][CH2:3]1)=[O:38])[CH:41]([CH3:43])[CH3:42]. The catalyst class is: 1. (6) Reactant: [BH4-].[Na+].C([O:5][C:6]([CH2:8][N:9]1[C:13]2([CH2:18][CH2:17][N:16]([C:19]([O:21][C:22]([CH3:25])([CH3:24])[CH3:23])=[O:20])[CH2:15][CH2:14]2)[C:12](=[O:26])[N:11]([CH3:27])[C:10]1=[O:28])=O)C.CO. Product: [OH:5][CH2:6][CH2:8][N:9]1[C:13]2([CH2:18][CH2:17][N:16]([C:19]([O:21][C:22]([CH3:23])([CH3:24])[CH3:25])=[O:20])[CH2:15][CH2:14]2)[C:12](=[O:26])[N:11]([CH3:27])[C:10]1=[O:28]. The catalyst class is: 1. (7) Reactant: [C:1](=[O:12])(OC(Cl)(Cl)Cl)OC(Cl)(Cl)Cl.C(N(CC)CC)C.[NH2:20][C:21]1[CH:48]=[CH:47][C:24]([C:25]([N:27]2[CH2:32][CH2:31][N:30]([CH2:33][C:34]3[CH:35]=[C:36]([CH:44]=[CH:45][CH:46]=3)[C:37]([NH:39][C:40]([CH3:43])([CH3:42])[CH3:41])=[O:38])[CH2:29][CH2:28]2)=[O:26])=[C:23]([Cl:49])[C:22]=1[F:50].[CH:51]1([CH2:54][NH2:55])[CH2:53][CH2:52]1. Product: [C:40]([NH:39][C:37](=[O:38])[C:36]1[CH:44]=[CH:45][CH:46]=[C:34]([CH2:33][N:30]2[CH2:29][CH2:28][N:27]([C:25](=[O:26])[C:24]3[CH:47]=[CH:48][C:21]([NH:20][C:1]([NH:55][CH2:54][CH:51]4[CH2:53][CH2:52]4)=[O:12])=[C:22]([F:50])[C:23]=3[Cl:49])[CH2:32][CH2:31]2)[CH:35]=1)([CH3:43])([CH3:42])[CH3:41]. The catalyst class is: 4.